From a dataset of Full USPTO retrosynthesis dataset with 1.9M reactions from patents (1976-2016). Predict the reactants needed to synthesize the given product. (1) Given the product [CH2:1]([N:7]1[CH2:12][CH:11]2[CH:9]([C:10]2([C:14]2[CH:15]=[C:16]([OH:20])[CH:17]=[CH:18][CH:19]=2)[CH3:13])[CH2:8]1)[CH2:2][CH2:3][CH2:4][CH2:5][CH3:6], predict the reactants needed to synthesize it. The reactants are: [CH2:1]([N:7]1[CH2:12][CH:11]2[CH:9]([C:10]2([C:14]2[CH:19]=[CH:18][CH:17]=[C:16]([OH:20])[CH:15]=2)[CH3:13])[C:8]1=O)[CH2:2][CH2:3][CH2:4][CH2:5][CH3:6].[H-].[Al+3].[Li+].[H-].[H-].[H-]. (2) Given the product [CH3:8][C:7]1[N:1]=[C:2]([NH2:4])[S:3][C:6]=1[C:10]1[CH:15]=[C:14]([CH3:16])[N:13]=[C:12]([S:17][CH3:18])[N:11]=1, predict the reactants needed to synthesize it. The reactants are: [NH2:1][C:2]([NH2:4])=[S:3].Br[CH:6]([C:10]1[CH:15]=[C:14]([CH3:16])[N:13]=[C:12]([S:17][CH3:18])[N:11]=1)[C:7](=O)[CH3:8]. (3) Given the product [Br:33][CH2:24][C:22]([C:10]1[N:9]=[C:8]([NH:7][CH2:6][C:5]2[CH:27]=[CH:28][C:29]([O:30][CH3:31])=[C:3]([O:2][CH3:1])[CH:4]=2)[N:13]2[N:14]=[C:15]([C:17]3[O:18][CH:19]=[CH:20][CH:21]=3)[N:16]=[C:12]2[CH:11]=1)=[O:23], predict the reactants needed to synthesize it. The reactants are: [CH3:1][O:2][C:3]1[CH:4]=[C:5]([CH:27]=[CH:28][C:29]=1[O:30][CH3:31])[CH2:6][NH:7][C:8]1[N:13]2[N:14]=[C:15]([C:17]3[O:18][CH:19]=[CH:20][CH:21]=3)[N:16]=[C:12]2[CH:11]=[C:10]([C:22]([O:24]CC)=[CH2:23])[N:9]=1.O.[Br:33]N1C(=O)CCC1=O. (4) Given the product [F:1][C:2]1[CH:3]=[C:4]([O:15][C:16]2[C:21]3[CH2:22][C:23]([CH3:26])([CH3:25])[O:24][C:20]=3[CH:19]=[C:18]([C:27]([OH:29])=[O:28])[CH:17]=2)[CH:5]=[N:6][C:7]=1[C:8]([N:10]1[CH2:11][CH:12]([F:14])[CH2:13]1)=[O:9], predict the reactants needed to synthesize it. The reactants are: [F:1][C:2]1[CH:3]=[C:4]([O:15][C:16]2[C:21]3[CH2:22][C:23]([CH3:26])([CH3:25])[O:24][C:20]=3[CH:19]=[C:18]([C:27]([O:29]C)=[O:28])[CH:17]=2)[CH:5]=[N:6][C:7]=1[C:8]([N:10]1[CH2:13][CH:12]([F:14])[CH2:11]1)=[O:9].CO.[OH-].[Na+]. (5) The reactants are: [CH2:1]([N:4]([CH2:11][CH:12]=[CH2:13])[C@@H:5]1[CH2:9][O:8][CH2:7][C@H:6]1O)[CH:2]=[CH2:3].C([N:16](CC)CC)C.CS(Cl)(=O)=O.[OH-].[NH4+]. Given the product [CH2:1]([N:4]([CH2:11][CH:12]=[CH2:13])[C@H:5]1[C@H:6]([NH2:16])[CH2:7][O:8][CH2:9]1)[CH:2]=[CH2:3], predict the reactants needed to synthesize it.